Dataset: Reaction yield outcomes from USPTO patents with 853,638 reactions. Task: Predict the reaction yield, written as a fraction of the theoretical maximum amount of product (1.0 means a 100% yield; for example, 0.34 means a 34% yield). (1) The reactants are O[Li].O.O.C([O:9][C:10]([C:12]1([CH2:17][CH2:18][CH2:19][CH2:20][C:21](=[O:38])[CH2:22][CH2:23][CH2:24][CH2:25][C:26]2([C:31]([O:33]CCCC)=[O:32])[CH2:30][CH2:29][CH2:28][CH2:27]2)[CH2:16][CH2:15][CH2:14][CH2:13]1)=[O:11])CCC. The catalyst is CCO. The product is [C:31]([C:26]1([CH2:25][CH2:24][CH2:23][CH2:22][C:21](=[O:38])[CH2:20][CH2:19][CH2:18][CH2:17][C:12]2([C:10]([OH:11])=[O:9])[CH2:16][CH2:15][CH2:14][CH2:13]2)[CH2:27][CH2:28][CH2:29][CH2:30]1)([OH:33])=[O:32]. The yield is 0.950. (2) The reactants are C(O)CCCC/C=C\C/C=C\C/C=C\CCCCC.[CH2:20]([Br:38])[CH2:21][CH2:22][CH2:23][CH2:24][CH2:25][CH2:26][CH2:27][CH2:28][CH2:29][CH2:30][CH2:31][CH2:32][CH2:33][CH2:34][CH2:35][CH2:36][CH3:37]. No catalyst specified. The product is [Br:38][CH2:20][CH2:21][CH2:22][CH2:23][CH2:24]/[CH:25]=[CH:26]\[CH2:27]/[CH:28]=[CH:29]\[CH2:30]/[CH:31]=[CH:32]\[CH2:33][CH2:34][CH2:35][CH2:36][CH3:37]. The yield is 0.960.